Dataset: Catalyst prediction with 721,799 reactions and 888 catalyst types from USPTO. Task: Predict which catalyst facilitates the given reaction. (1) Reactant: [ClH:1].[CH3:2][O:3][C:4]1[CH:9]=[CH:8][CH:7]=[CH:6][C:5]=1[C:10]1[CH:15]=[CH:14][N:13]=[CH:12][CH:11]=1. Product: [ClH:1].[CH3:2][O:3][C:4]1[CH:9]=[CH:8][CH:7]=[CH:6][C:5]=1[CH:10]1[CH2:15][CH2:14][NH:13][CH2:12][CH2:11]1. The catalyst class is: 603. (2) Reactant: [Cl:1][C:2]1[CH:24]=[CH:23][C:5]([CH2:6][NH:7][C:8]([C:10]2[CH:19]=[CH:18][C:13]([C:14]([O:16]C)=O)=[C:12]([N:20]=[C:21]=[S:22])[CH:11]=2)=[O:9])=[CH:4][CH:3]=1.[N:25]1[CH:30]=[CH:29][C:28]([NH2:31])=[CH:27][CH:26]=1. Product: [Cl:1][C:2]1[CH:3]=[CH:4][C:5]([CH2:6][NH:7][C:8]([C:10]2[CH:11]=[C:12]3[C:13]([C:14](=[O:16])[N:31]([C:28]4[CH:29]=[CH:30][N:25]=[CH:26][CH:27]=4)[C:21](=[S:22])[NH:20]3)=[CH:18][CH:19]=2)=[O:9])=[CH:23][CH:24]=1. The catalyst class is: 36. (3) Reactant: Cl.[NH2:2][CH2:3][C:4]1[CH:5]=[CH:6][C:7]([O:11][CH2:12][CH2:13][CH3:14])=[C:8]([OH:10])[CH:9]=1.CN(C)C=O.[Br:20][C:21]1[CH:22]=[C:23]2[C:28](=[CH:29][C:30]=1[O:31][CH3:32])[C:27](=[O:33])[NH:26][C:25](=[O:34])/[C:24]/2=[CH:35]/OC. Product: [Br:20][C:21]1[CH:22]=[C:23]2[C:28](=[CH:29][C:30]=1[O:31][CH3:32])[C:27](=[O:33])[NH:26][C:25](=[O:34])[C:24]2=[CH:35][NH:2][CH2:3][C:4]1[CH:5]=[CH:6][C:7]([O:11][CH2:12][CH2:13][CH3:14])=[C:8]([OH:10])[CH:9]=1. The catalyst class is: 66. (4) Reactant: [C:1](Cl)(=[O:3])[CH3:2].[NH2:5][C:6]1[C:15]2[N:16]=[C:17]([CH2:28][O:29][CH2:30][CH3:31])[N:18]([CH2:19][C:20]([NH:23][S:24]([CH3:27])(=[O:26])=[O:25])([CH3:22])[CH3:21])[C:14]=2[C:13]2[CH:12]=[CH:11][CH:10]=[CH:9][C:8]=2[N:7]=1.C(N(CC)CC)C.C(OC(=O)C)(=O)C. Product: [CH2:30]([O:29][CH2:28][C:17]1[N:18]([CH2:19][C:20]([CH3:22])([NH:23][S:24]([CH3:27])(=[O:26])=[O:25])[CH3:21])[C:14]2[C:13]3[CH:12]=[CH:11][CH:10]=[CH:9][C:8]=3[N:7]=[C:6]([NH:5][C:1](=[O:3])[CH3:2])[C:15]=2[N:16]=1)[CH3:31]. The catalyst class is: 9.